This data is from Forward reaction prediction with 1.9M reactions from USPTO patents (1976-2016). The task is: Predict the product of the given reaction. (1) Given the reactants [C:1]([CH2:3][CH2:4][CH2:5][C:6]1[N:10]([C:11]2[CH:16]=[CH:15][C:14]([C:17]([NH:19][CH2:20][CH3:21])=[O:18])=[CH:13][CH:12]=2)[N:9]=[N:8][C:7]=1[C:22]([NH:24][CH:25]1[CH2:27][CH2:26]1)=[O:23])#[N:2].[Cl-].[OH:29][NH3+:30].C(=O)([O-])O.[Na+], predict the reaction product. The product is: [NH2:2]/[C:1](=[N:30]\[OH:29])/[CH2:3][CH2:4][CH2:5][C:6]1[N:10]([C:11]2[CH:12]=[CH:13][C:14]([C:17]([NH:19][CH2:20][CH3:21])=[O:18])=[CH:15][CH:16]=2)[N:9]=[N:8][C:7]=1[C:22]([NH:24][CH:25]1[CH2:26][CH2:27]1)=[O:23]. (2) Given the reactants [H-].[Al+3].[Li+].[H-].[H-].[H-].[NH2:7][C@@H:8]([CH2:14][C:15]1[CH:20]=[CH:19][CH:18]=[CH:17][CH:16]=1)[C:9]([N:11]([CH3:13])[CH3:12])=O.C(OCC)(=O)C.[OH-].[Na+], predict the reaction product. The product is: [CH2:14]([C@H:8]([NH2:7])[CH2:9][N:11]([CH3:13])[CH3:12])[C:15]1[CH:20]=[CH:19][CH:18]=[CH:17][CH:16]=1. (3) Given the reactants [CH3:1][O:2][C:3]1[CH:8]=[C:7]([O:9][CH3:10])[CH:6]=[CH:5][C:4]=1[N+:11]([O-:13])=[O:12].[I:14](Cl)(=O)=O.I(Cl)(=O)=O.C([N+](C)(C)C)C1C=CC=CC=1, predict the reaction product. The product is: [I:14][C:6]1[CH:5]=[C:4]([N+:11]([O-:13])=[O:12])[C:3]([O:2][CH3:1])=[CH:8][C:7]=1[O:9][CH3:10]. (4) The product is: [Cl:1][C:2]1[CH:8]=[C:7]([I:9])[CH:6]=[CH:5][C:3]=1[NH:4][C:23]([NH:21][CH3:20])=[O:24]. Given the reactants [Cl:1][C:2]1[CH:8]=[C:7]([I:9])[CH:6]=[CH:5][C:3]=1[NH2:4].CN.O.C1(C)C=CC=CC=1.[CH3:20][N:21]([CH:23]=[O:24])C, predict the reaction product. (5) Given the reactants C(N(CC)CC)C.[C:8](Cl)(=[O:15])[C:9]1[CH:14]=[CH:13][CH:12]=[CH:11][CH:10]=1.Cl.Cl.[NH2:19][C:20]1[CH:52]=[CH:51][C:23]([O:24][C:25]2[CH:26]=[CH:27][C:28]3[N:32]=[C:31]([CH2:33][O:34][C:35]4[CH:48]=[CH:47][C:38]([CH2:39][CH:40]5[S:44][C:43](=[O:45])[NH:42][C:41]5=[O:46])=[CH:37][CH:36]=4)[N:30]([CH3:49])[C:29]=3[CH:50]=2)=[CH:22][CH:21]=1, predict the reaction product. The product is: [O:45]=[C:43]1[NH:42][C:41](=[O:46])[CH:40]([CH2:39][C:38]2[CH:37]=[CH:36][C:35]([O:34][CH2:33][C:31]3[N:30]([CH3:49])[C:29]4[CH:50]=[C:25]([O:24][C:23]5[CH:51]=[CH:52][C:20]([NH:19][C:8](=[O:15])[C:9]6[CH:14]=[CH:13][CH:12]=[CH:11][CH:10]=6)=[CH:21][CH:22]=5)[CH:26]=[CH:27][C:28]=4[N:32]=3)=[CH:48][CH:47]=2)[S:44]1. (6) The product is: [Br:1][C:2]1[CH:29]=[CH:28][C:5]([O:6][C@@H:7]([C:21]2[CH:22]=[CH:23][C:24]([Cl:27])=[CH:25][CH:26]=2)[C@@H:8]([C:12]2[CH:20]=[CH:19][C:15]([C:16]([NH:51][CH2:50][CH2:49][C:48]([O:47][CH2:45][CH3:46])=[O:52])=[O:17])=[CH:14][CH:13]=2)[CH2:9][CH2:10][CH3:11])=[C:4]([C:30]#[N:31])[CH:3]=1. Given the reactants [Br:1][C:2]1[CH:29]=[CH:28][C:5]([O:6][C@@H:7]([C:21]2[CH:26]=[CH:25][C:24]([Cl:27])=[CH:23][CH:22]=2)[C@@H:8]([C:12]2[CH:20]=[CH:19][C:15]([C:16](O)=[O:17])=[CH:14][CH:13]=2)[CH2:9][CH2:10][CH3:11])=[C:4]([C:30]#[N:31])[CH:3]=1.C1N=CN(C(N2C=NC=C2)=O)C=1.Cl.[CH2:45]([O:47][C:48](=[O:52])[CH2:49][CH2:50][NH2:51])[CH3:46], predict the reaction product.